From a dataset of Full USPTO retrosynthesis dataset with 1.9M reactions from patents (1976-2016). Predict the reactants needed to synthesize the given product. (1) Given the product [Br:2][C:3]1[CH:15]=[CH:14][CH:13]=[CH:12][C:4]=1[O:5][CH:6]1[CH2:11][CH2:10][N:9]([C:17]2[S:21][C:20]([C:22]#[N:23])=[N:19][N:18]=2)[CH2:8][CH2:7]1, predict the reactants needed to synthesize it. The reactants are: Cl.[Br:2][C:3]1[CH:15]=[CH:14][CH:13]=[CH:12][C:4]=1[O:5][CH:6]1[CH2:11][CH2:10][NH:9][CH2:8][CH2:7]1.Br[C:17]1[S:21][C:20]([C:22]#[N:23])=[N:19][N:18]=1.C([O-])([O-])=O.[K+].[K+]. (2) The reactants are: [NH2:26][C:25]1[N:24]([C:27]2[CH:32]=[CH:31][CH:30]=[C:29]([Br:33])[CH:28]=2)[N:23]=[C:22]([C:34]([O:36][CH2:37][CH3:38])=[O:35])[C:21]=1[S:20][S:20][C:21]1[C:22]([C:34]([O:36][CH2:37][CH3:38])=[O:35])=[N:23][N:24]([C:27]2[CH:32]=[CH:31][CH:30]=[C:29]([Br:33])[CH:28]=2)[C:25]=1[NH2:26].[C:39](=S)(N)[CH3:40].Cl. Given the product [Br:33][C:29]1[CH:28]=[C:27]([N:24]2[C:25]3[N:26]=[C:39]([CH3:40])[S:20][C:21]=3[C:22]([C:34]([O:36][CH2:37][CH3:38])=[O:35])=[N:23]2)[CH:32]=[CH:31][CH:30]=1, predict the reactants needed to synthesize it. (3) Given the product [NH2:17][C:18]([C:20]1[N:24]([C@@H:25]2[CH2:56][C@:29]34[C:33]5[C@H:42]([CH2:43][CH2:44][C@H:28]3[C@@:27]([CH3:57])([CH2:32][O:31][CH2:30]4)[C@H:26]2[O:58][CH2:59][C@@:60]([N:9]([CH3:8])[CH3:1])([CH3:64])[CH:61]([CH3:63])[CH3:62])[C@:41]2([CH3:45])[C@:36]([CH3:55])([C@H:37]([C:52]([OH:54])=[O:53])[C@:38]([C@H:47]([CH3:51])[CH:48]([CH3:50])[CH3:49])([CH3:46])[CH2:39][CH2:40]2)[CH2:35][CH:34]=5)[N:23]=[CH:22][N:21]=1)=[O:19], predict the reactants needed to synthesize it. The reactants are: [C:1](O)(=O)C.C=O.O.[C:8]([BH3-])#[N:9].[Na+].C1COCC1.[NH2:17][C:18]([C:20]1[N:24]([C@@H:25]2[CH2:56][C@:29]34[C:33]5[C@H:42]([CH2:43][CH2:44][C@H:28]3[C@@:27]([CH3:57])([CH2:32][O:31][CH2:30]4)[C@H:26]2[O:58][CH2:59][C@@:60](N)([CH3:64])[CH:61]([CH3:63])[CH3:62])[C@:41]2([CH3:45])[C@:36]([CH3:55])([C@H:37]([C:52]([OH:54])=[O:53])[C@:38]([C@H:47]([CH3:51])[CH:48]([CH3:50])[CH3:49])([CH3:46])[CH2:39][CH2:40]2)[CH2:35][CH:34]=5)[N:23]=[CH:22][N:21]=1)=[O:19]. (4) Given the product [O:4]=[C:1]1[NH:5][C:8]([C:7]([F:6])([F:20])[C:16]([F:18])([F:17])[F:19])=[C:9]([C:10]([O:12][CH2:13][CH3:14])=[O:11])[CH2:3][CH2:2]1, predict the reactants needed to synthesize it. The reactants are: [C:1]([NH2:5])(=[O:4])[CH:2]=[CH2:3].[F:6][C:7]([F:20])([C:16]([F:19])([F:18])[F:17])[C:8](=O)[CH2:9][C:10]([O:12][CH2:13][CH3:14])=[O:11].C1(C)C=CC(S(O)(=O)=O)=CC=1.